The task is: Predict the reactants needed to synthesize the given product.. This data is from Full USPTO retrosynthesis dataset with 1.9M reactions from patents (1976-2016). Given the product [F:1][C:2]1[CH:7]=[CH:6][C:5]([C:8]2[C:28](=[O:29])[N:27]([CH3:30])[C:11]3[N:12]([CH3:26])[C:13]4[C:18]([C:10]=3[CH:9]=2)=[CH:17][C:16]([C:19]2[S:20][CH:21]=[C:22]([CH2:24][O:25][CH3:33])[N:23]=2)=[CH:15][CH:14]=4)=[CH:4][CH:3]=1, predict the reactants needed to synthesize it. The reactants are: [F:1][C:2]1[CH:7]=[CH:6][C:5]([C:8]2[C:28](=[O:29])[N:27]([CH3:30])[C:11]3[N:12]([CH3:26])[C:13]4[C:18]([C:10]=3[CH:9]=2)=[CH:17][C:16]([C:19]2[S:20][CH:21]=[C:22]([CH2:24][OH:25])[N:23]=2)=[CH:15][CH:14]=4)=[CH:4][CH:3]=1.[H-].[Na+].[CH2:33]1OCCOC2C(=CC=CC=2)OCCOCCOC2C(=CC=CC=2)OC1.IC.C([O-])(O)=O.[Na+].